Dataset: Reaction yield outcomes from USPTO patents with 853,638 reactions. Task: Predict the reaction yield, written as a fraction of the theoretical maximum amount of product (1.0 means a 100% yield; for example, 0.34 means a 34% yield). (1) The reactants are [CH3:1][O:2][C:3]([NH:5][C@@H:6]([CH:20]([CH3:22])[CH3:21])[C:7]([N:9]1[C@@H:13]([CH3:14])[CH2:12][CH2:11][C@H:10]1[C:15]([O:17]CC)=[O:16])=[O:8])=[O:4].[Li+].[OH-]. The catalyst is CO. The product is [CH3:1][O:2][C:3]([NH:5][C@@H:6]([CH:20]([CH3:22])[CH3:21])[C:7]([N:9]1[C@@H:13]([CH3:14])[CH2:12][CH2:11][C@H:10]1[C:15]([OH:17])=[O:16])=[O:8])=[O:4]. The yield is 0.560. (2) The reactants are [C:1]1([C@@H:7]([N:9]2[CH2:15][C@H:14]3[CH2:16][C@:10]2([C:17]2[NH:21][C:20]4[CH:22]=[CH:23][CH:24]=[C:25]([C:26]([OH:28])=O)[C:19]=4[N:18]=2)[CH2:11][CH2:12][CH2:13]3)[CH3:8])[CH:6]=[CH:5][CH:4]=[CH:3][CH:2]=1.C(N1C=CN=C1)([N:31]1C=CN=C1)=O.N. The catalyst is C1COCC1. The product is [C:1]1([C@@H:7]([N:9]2[CH2:15][C@H:14]3[CH2:16][C@:10]2([C:17]2[NH:21][C:20]4[CH:22]=[CH:23][CH:24]=[C:25]([C:26]([NH2:31])=[O:28])[C:19]=4[N:18]=2)[CH2:11][CH2:12][CH2:13]3)[CH3:8])[CH:6]=[CH:5][CH:4]=[CH:3][CH:2]=1. The yield is 0.940.